From a dataset of Reaction yield outcomes from USPTO patents with 853,638 reactions. Predict the reaction yield, written as a fraction of the theoretical maximum amount of product (1.0 means a 100% yield; for example, 0.34 means a 34% yield). (1) The reactants are [NH2:1][C:2]1[C:10]2[C:5](=[N:6][C:7]([C:19]3[CH:24]=[CH:23][CH:22]=[C:21]([C:25]([F:28])([F:27])[F:26])[CH:20]=3)=[C:8]([C:11]3[CH:16]=[CH:15][N:14]=[C:13]([S:17][CH3:18])[N:12]=3)[CH:9]=2)[NH:4][N:3]=1.[C:29](Cl)(=[O:31])[CH3:30]. The yield is 0.370. The product is [CH3:18][S:17][C:13]1[N:12]=[C:11]([C:8]2[CH:9]=[C:10]3[C:2]([NH:1][C:29](=[O:31])[CH3:30])=[N:3][NH:4][C:5]3=[N:6][C:7]=2[C:19]2[CH:24]=[CH:23][CH:22]=[C:21]([C:25]([F:28])([F:27])[F:26])[CH:20]=2)[CH:16]=[CH:15][N:14]=1. The catalyst is N1C=CC=CC=1. (2) The reactants are Br[C:2]1[N:7]2[N:8]=[C:9]([NH2:11])[N:10]=[C:6]2[CH:5]=[CH:4][CH:3]=1.[CH3:12][O:13][CH:14]1[CH2:19][CH2:18][NH:17][CH2:16][CH2:15]1.C(=O)([O-])[O-].[Cs+].[Cs+]. The catalyst is CN(C)C=O.C1C=CC(/C=C/C(/C=C/C2C=CC=CC=2)=O)=CC=1.C1C=CC(/C=C/C(/C=C/C2C=CC=CC=2)=O)=CC=1.C1C=CC(/C=C/C(/C=C/C2C=CC=CC=2)=O)=CC=1.[Pd].[Pd].CC(C1C=C(C(C)C)C(C2C=CC=CC=2P(C2CCCCC2)C2CCCCC2)=C(C(C)C)C=1)C. The product is [CH3:12][O:13][CH:14]1[CH2:19][CH2:18][N:17]([C:2]2[N:7]3[N:8]=[C:9]([NH2:11])[N:10]=[C:6]3[CH:5]=[CH:4][CH:3]=2)[CH2:16][CH2:15]1. The yield is 0.670. (3) The reactants are [CH3:1][O:2][B:3](OC)OC.[Cl:8][C:9]1[CH:14]=[CH:13][C:12]([Mg]Br)=[CH:11][CH:10]=1. The catalyst is O1CCCC1. The product is [Cl:8][C:9]1[CH:14]=[CH:13][C:12]([B:3]([C:12]2[CH:13]=[CH:14][C:9]([Cl:8])=[CH:10][CH:11]=2)[O:2][CH3:1])=[CH:11][CH:10]=1. The yield is 0.920. (4) The reactants are CCN(S(F)(F)[F:7])CC.O[C:11]1([C:39]2[S:40][CH:41]=[CH:42][N:43]=2)[CH2:16][CH2:15][CH:14]([N:17]2[CH2:21][CH2:20][C@@H:19]([NH:22][C:23](=[O:38])[CH2:24][NH:25][C:26](=[O:37])[C:27]3[CH:32]=[CH:31][CH:30]=[C:29]([C:33]([F:36])([F:35])[F:34])[CH:28]=3)[CH2:18]2)[CH2:13][CH2:12]1.O.CCOC(C)=O. The yield is 0.310. The catalyst is C(Cl)Cl. The product is [F:7][C:11]1([C:39]2[S:40][CH:41]=[CH:42][N:43]=2)[CH2:16][CH2:15][CH:14]([N:17]2[CH2:21][CH2:20][C@@H:19]([NH:22][C:23](=[O:38])[CH2:24][NH:25][C:26](=[O:37])[C:27]3[CH:32]=[CH:31][CH:30]=[C:29]([C:33]([F:36])([F:35])[F:34])[CH:28]=3)[CH2:18]2)[CH2:13][CH2:12]1. (5) The reactants are Cl[C:2]1[C:11]2[C:6](=[CH:7][CH:8]=[CH:9][CH:10]=2)[C:5]([OH:12])=[C:4]([C:13]([O:15][CH3:16])=[O:14])[N:3]=1.[CH3:17][Sn](C)(C)C. The catalyst is CN(C)C=O.Cl[Pd](Cl)([P](C1C=CC=CC=1)(C1C=CC=CC=1)C1C=CC=CC=1)[P](C1C=CC=CC=1)(C1C=CC=CC=1)C1C=CC=CC=1. The product is [OH:12][C:5]1[C:6]2[C:11](=[CH:10][CH:9]=[CH:8][CH:7]=2)[C:2]([CH3:17])=[N:3][C:4]=1[C:13]([O:15][CH3:16])=[O:14]. The yield is 0.880. (6) The catalyst is C1COCC1. The reactants are C([O:4][C@H:5]([C:29]1[CH:34]=[CH:33][C:32]([C:35]([CH3:38])([CH3:37])[CH3:36])=[CH:31][CH:30]=1)[CH2:6][CH2:7][CH2:8][N:9]1[CH2:14][CH2:13][CH:12]([C:15]([OH:28])([C:22]2[CH:27]=[CH:26][CH:25]=[CH:24][CH:23]=2)[C:16]2[CH:21]=[CH:20][CH:19]=[CH:18][CH:17]=2)[CH2:11][CH2:10]1)(=O)C.[H-].[Al+3].[Li+].[H-].[H-].[H-]. The yield is 0.810. The product is [C:35]([C:32]1[CH:31]=[CH:30][C:29]([C@@H:5]([OH:4])[CH2:6][CH2:7][CH2:8][N:9]2[CH2:14][CH2:13][CH:12]([C:15]([OH:28])([C:22]3[CH:27]=[CH:26][CH:25]=[CH:24][CH:23]=3)[C:16]3[CH:17]=[CH:18][CH:19]=[CH:20][CH:21]=3)[CH2:11][CH2:10]2)=[CH:34][CH:33]=1)([CH3:38])([CH3:36])[CH3:37]. (7) The reactants are [O:1]1[C:5]2[CH:6]=[CH:7][C:8]([OH:10])=[CH:9][C:4]=2[O:3][CH2:2]1.C([Mg]Cl)(C)C.[Br:16][C:17]1[CH:25]=[CH:24][CH:23]=[C:22]2[C:18]=1[C:19](=[O:32])[C:20](=[O:31])[N:21]2[CH2:26][CH2:27][CH2:28][CH2:29][CH3:30]. The catalyst is O1CCCC1.ClCCl. The product is [Br:16][C:17]1[CH:25]=[CH:24][CH:23]=[C:22]2[C:18]=1[C:19]([OH:32])([C:7]1[C:8]([OH:10])=[CH:9][C:4]3[O:3][CH2:2][O:1][C:5]=3[CH:6]=1)[C:20](=[O:31])[N:21]2[CH2:26][CH2:27][CH2:28][CH2:29][CH3:30]. The yield is 0.970. (8) The reactants are [CH3:1][C:2]([CH3:14])([CH3:13])[C:3]#[C:4][C:5]1[S:9][C:8]([C:10]([OH:12])=[O:11])=[CH:7][CH:6]=1.[Li]CCCC.[I:20]I. The catalyst is C1COCC1. The product is [CH3:1][C:2]([CH3:14])([CH3:13])[C:3]#[C:4][C:5]1[S:9][C:8]([C:10]([OH:12])=[O:11])=[C:7]([I:20])[CH:6]=1. The yield is 0.650. (9) The reactants are [NH:1]1[C:9]2[C:4](=[CH:5][C:6]([CH:10]=O)=[CH:7][CH:8]=2)[CH:3]=[N:2]1.[C:12](#[N:16])[CH2:13][C:14]#[N:15].N1CCCCC1.[NH:23]1[CH2:28][CH2:27][CH2:26][CH2:25][C:24]1=[CH:29][C:30]#[N:31]. The catalyst is CCO. The product is [NH2:15][C:14]1[N:23]2[C:24]([CH2:25][CH2:26][CH2:27][CH2:28]2)=[C:29]([C:30]#[N:31])[CH:10]([C:6]2[CH:5]=[C:4]3[C:9](=[CH:8][CH:7]=2)[NH:1][N:2]=[CH:3]3)[C:13]=1[C:12]#[N:16]. The yield is 0.254. (10) The reactants are [Br:1][C:2]1[CH:3]=[C:4]2[C:9](=[CH:10][CH:11]=1)[N:8]([C:12](=[O:17])[C:13]([F:16])([F:15])[F:14])[C@@H:7]([CH3:18])[CH2:6][N:5]2S(C1C=CC(C)=CC=1)(=O)=O.ClCCl.S(=O)(=O)(O)O. The catalyst is O. The product is [Br:1][C:2]1[CH:3]=[C:4]2[C:9](=[CH:10][CH:11]=1)[N:8]([C:12](=[O:17])[C:13]([F:15])([F:14])[F:16])[C@@H:7]([CH3:18])[CH2:6][NH:5]2. The yield is 0.990.